Task: Predict the product of the given reaction.. Dataset: Forward reaction prediction with 1.9M reactions from USPTO patents (1976-2016) (1) Given the reactants [CH3:1][O:2][C:3]([C@H:5]1[CH2:9][C@@H:8]([OH:10])[CH2:7][N:6]1[C:11]([C:24]1[CH:29]=[CH:28][CH:27]=[CH:26][CH:25]=1)([C:18]1[CH:23]=[CH:22][CH:21]=[CH:20][CH:19]=1)[C:12]1[CH:17]=[CH:16][CH:15]=[CH:14][CH:13]=1)=[O:4].[H-].[Na+].[CH3:32]COC(C)=O, predict the reaction product. The product is: [CH3:1][O:2][C:3]([C@H:5]1[CH2:9][C@@H:8]([O:10][CH3:32])[CH2:7][N:6]1[C:11]([C:24]1[CH:29]=[CH:28][CH:27]=[CH:26][CH:25]=1)([C:12]1[CH:17]=[CH:16][CH:15]=[CH:14][CH:13]=1)[C:18]1[CH:19]=[CH:20][CH:21]=[CH:22][CH:23]=1)=[O:4]. (2) Given the reactants CC1C=CC(S(O[CH2:12][CH:13]2[CH2:17][C:16]3[CH:18]=[C:19]([C:30]([F:33])([F:32])[F:31])[CH:20]=[C:21]([C:22]4[CH:27]=[CH:26][C:25]([F:28])=[C:24]([Cl:29])[CH:23]=4)[C:15]=3[O:14]2)(=O)=O)=CC=1.[CH3:34][NH2:35], predict the reaction product. The product is: [Cl:29][C:24]1[CH:23]=[C:22]([C:21]2[C:15]3[O:14][CH:13]([CH2:12][NH:35][CH3:34])[CH2:17][C:16]=3[CH:18]=[C:19]([C:30]([F:33])([F:32])[F:31])[CH:20]=2)[CH:27]=[CH:26][C:25]=1[F:28]. (3) Given the reactants Cl[CH2:2][C:3]([N:5]1[C@@H:9]([C:10]#[CH:11])[CH2:8][CH2:7][C@H:6]1[C:12]#[N:13])=[O:4].Cl.[NH2:15][C@@H:16]1[CH2:20][CH2:19][CH2:18][C@H:17]1[OH:21].C(N(CC)CC)C, predict the reaction product. The product is: [C:10]([C@@H:9]1[N:5]([C:3](=[O:4])[CH2:2][NH:15][CH:16]2[CH2:20][CH2:19][CH2:18][C@@H:17]2[OH:21])[C@H:6]([C:12]#[N:13])[CH2:7][CH2:8]1)#[CH:11]. (4) The product is: [CH3:8][S:9]([O:26][CH2:25][C:22]1[CH:21]=[CH:20][C:19]([Cl:18])=[CH:24][N:23]=1)(=[O:11])=[O:10]. Given the reactants C(N(CC)CC)C.[CH3:8][S:9](Cl)(=[O:11])=[O:10].O1CCCC1.[Cl:18][C:19]1[CH:20]=[CH:21][C:22]([CH2:25][OH:26])=[N:23][CH:24]=1, predict the reaction product.